Dataset: Full USPTO retrosynthesis dataset with 1.9M reactions from patents (1976-2016). Task: Predict the reactants needed to synthesize the given product. (1) Given the product [CH:14]1([CH2:13][O:12][C:7]2[C:2]([C:22]3[CH:23]=[CH:24][C:19]([F:18])=[CH:20][CH:21]=3)=[CH:3][C:4]([C:9]([NH:28][C:29]3([CH2:34][OH:35])[CH2:33][CH2:32][CH2:31][CH2:30]3)=[O:11])=[CH:5][N:6]=2)[CH2:16][CH2:15]1, predict the reactants needed to synthesize it. The reactants are: Br[C:2]1[CH:3]=[C:4]([C:9]([OH:11])=O)[CH:5]=[N:6][C:7]=1Cl.[OH:12][CH2:13][C:14]1(O)[CH2:16][CH2:15]1.[F:18][C:19]1[CH:24]=[CH:23][C:22](B(O)O)=[CH:21][CH:20]=1.[NH2:28][C:29]1([CH2:34][OH:35])[CH2:33][CH2:32][CH2:31][CH2:30]1. (2) Given the product [CH3:17][N:18]([CH:20]=[C:10]([C:11](=[O:13])[CH3:12])[C:9]([NH:8][CH:3]1[CH2:4][CH2:5][CH2:6][CH2:7][CH:2]1[CH3:1])=[O:14])[CH3:19], predict the reactants needed to synthesize it. The reactants are: [CH3:1][CH:2]1[CH2:7][CH2:6][CH2:5][CH2:4][CH:3]1[NH:8][C:9](=[O:14])[CH2:10][C:11](=[O:13])[CH3:12].CO[CH:17](OC)[N:18]([CH3:20])[CH3:19]. (3) Given the product [CH:1]1([O:7][C:8]2[CH:9]=[CH:10][C:11]([CH2:14][C:15]([N:26]([O:27][CH3:28])[CH3:25])=[O:17])=[CH:12][CH:13]=2)[CH2:2][CH2:3][CH2:4][CH2:5][CH2:6]1, predict the reactants needed to synthesize it. The reactants are: [CH:1]1([O:7][C:8]2[CH:13]=[CH:12][C:11]([CH2:14][C:15]([OH:17])=O)=[CH:10][CH:9]=2)[CH2:6][CH2:5][CH2:4][CH2:3][CH2:2]1.C(Cl)(=O)C(Cl)=O.Cl.[CH3:25][NH:26][O:27][CH3:28].CN1CCOCC1. (4) Given the product [NH2:14][C:11]1[N:10]=[CH:9][C:8]([N:6]2[CH2:5][CH2:4][N:3]([C:17]([O:19][C:20]([CH3:23])([CH3:22])[CH3:21])=[O:18])[C@@H:2]([CH3:1])[CH2:7]2)=[CH:13][CH:12]=1, predict the reactants needed to synthesize it. The reactants are: [CH3:1][C@H:2]1[CH2:7][N:6]([C:8]2[CH:9]=[N:10][C:11]([N+:14]([O-])=O)=[CH:12][CH:13]=2)[CH2:5][CH2:4][N:3]1[C:17]([O:19][C:20]([CH3:23])([CH3:22])[CH3:21])=[O:18]. (5) Given the product [CH2:1]([OH:11])[CH2:2][CH2:3][CH2:4][CH2:5][CH2:6][CH2:7][CH2:8][C:9]#[C:10][CH2:13][C:14]#[C:15][CH2:16][C:17]#[C:18][CH2:19][CH3:20], predict the reactants needed to synthesize it. The reactants are: [CH2:1]([OH:11])[CH2:2][CH2:3][CH2:4][CH2:5][CH2:6][CH2:7][CH2:8][C:9]#[CH:10].Br[CH2:13][C:14]#[C:15][CH2:16][C:17]#[C:18][CH2:19][CH3:20].[I-].[Na+].C(=O)([O-])[O-].[K+].[K+]. (6) Given the product [CH3:20][O:19][C:16]1[CH:17]=[CH:18][C:13]([CH2:12][N:8]2[C:9]3[N:10]=[CH:11][C:2]([CH:25]=[CH2:26])=[CH:3][C:4]=3[C:5]3=[N:24][CH:23]=[N:22][N:6]3[C:7]2=[O:21])=[CH:14][CH:15]=1, predict the reactants needed to synthesize it. The reactants are: Br[C:2]1[CH:11]=[N:10][C:9]2[N:8]([CH2:12][C:13]3[CH:18]=[CH:17][C:16]([O:19][CH3:20])=[CH:15][CH:14]=3)[C:7](=[O:21])[N:6]3[N:22]=[CH:23][N:24]=[C:5]3[C:4]=2[CH:3]=1.[CH2:25]([Sn](CCCC)(CCCC)C=C)[CH2:26]CC. (7) Given the product [CH2:1]([C:4]1[CH:13]=[CH:12][CH:11]=[C:10]2[C:5]=1[CH:6]=[CH:7][C:8](=[S:24])[NH:9]2)[CH:2]=[CH2:3], predict the reactants needed to synthesize it. The reactants are: [CH2:1]([C:4]1[CH:13]=[CH:12][CH:11]=[C:10]2[C:5]=1[CH:6]=[CH:7][C:8](=O)[NH:9]2)[CH:2]=[CH2:3].COC1C=CC(P2(SP(C3C=CC(OC)=CC=3)(=S)S2)=[S:24])=CC=1. (8) Given the product [Br:1][C:2]1[CH:11]=[C:6]2[C:5](=[CH:4][CH:3]=1)[NH:12][C:13](=[O:23])[C:14]([O:15][C:16]1[CH:21]=[CH:20][C:19]([F:22])=[CH:18][CH:17]=1)=[C:7]2[OH:8], predict the reactants needed to synthesize it. The reactants are: [Br:1][C:2]1[CH:3]=[CH:4][C:5]([NH:12][C:13](=[O:23])[CH2:14][O:15][C:16]2[CH:21]=[CH:20][C:19]([F:22])=[CH:18][CH:17]=2)=[C:6]([CH:11]=1)[C:7](OC)=[O:8].BrC1C=CC(NC(=O)COC2C=CC=CC=2)=C(C=1)C(OC)=O.BrC1C=C2C(=CC=1)NC(=O)C(OC1C=CC=CC=1)=C2O.